Dataset: Reaction yield outcomes from USPTO patents with 853,638 reactions. Task: Predict the reaction yield, written as a fraction of the theoretical maximum amount of product (1.0 means a 100% yield; for example, 0.34 means a 34% yield). (1) The reactants are [CH:1]1([C:7]2[C:8]3[S:14][C:13]([C:15]([OH:17])=[O:16])=[CH:12][C:9]=3[NH:10][CH:11]=2)[CH2:6][CH2:5][CH2:4][CH2:3][CH2:2]1.[CH3:18][C:19]([O:22][C:23](O[C:23]([O:22][C:19]([CH3:21])([CH3:20])[CH3:18])=[O:24])=[O:24])([CH3:21])[CH3:20].[CH3:33]CN(CC)CC.C[Si](C=[N+]=[N-])(C)C. The catalyst is C(Cl)Cl.CN(C1C=CN=CC=1)C.CCOC(C)=O.CO. The product is [C:19]([O:22][C:23]([N:10]1[CH:11]=[C:7]([CH:1]2[CH2:2][CH2:3][CH2:4][CH2:5][CH2:6]2)[C:8]2[S:14][C:13]([C:15]([O:17][CH3:33])=[O:16])=[CH:12][C:9]1=2)=[O:24])([CH3:21])([CH3:20])[CH3:18]. The yield is 0.630. (2) The reactants are [OH:1][C@H:2]1[C@H:19](/[CH:20]=[CH:21]/[C@@H:22]([OH:28])[CH2:23][CH2:24][CH2:25][CH2:26][CH3:27])[C@H:5]2[CH2:6][C:7]3[C:12]([CH2:13][C@H:4]2[CH2:3]1)=[C:11]([O:14][CH2:15][C:16]([OH:18])=[O:17])[CH:10]=[CH:9][CH:8]=3.[OH-].[K+]. The catalyst is CO.[Pd]. The product is [CH3:27][CH2:26][CH2:25][CH2:24][CH2:23][C@H:22]([OH:28])[CH2:21][CH2:20][C@H:19]1[C@H:2]([OH:1])[CH2:3][C@H:4]2[C@@H:5]1[CH2:6][C:7]1[C:12]([CH2:13]2)=[C:11]([O:14][CH2:15][C:16]([OH:18])=[O:17])[CH:10]=[CH:9][CH:8]=1. The yield is 0.880. (3) The product is [F:2][C:3]1([CH2:13][CH2:14][CH:15]2[C:23]3[C:18](=[CH:19][CH:20]=[CH:21][CH:22]=3)[C:17]3=[CH:24][N:25]=[CH:26][N:16]23)[CH2:12][CH2:11][C:6](=[O:7])[CH2:5][CH2:4]1. The reactants are Cl.[F:2][C:3]1([CH2:13][CH2:14][CH:15]2[C:23]3[C:18](=[CH:19][CH:20]=[CH:21][CH:22]=3)[C:17]3=[CH:24][N:25]=[CH:26][N:16]23)[CH2:12][CH2:11][C:6]2(OCC[O:7]2)[CH2:5][CH2:4]1.C([O-])(O)=O.[Na+]. The yield is 0.750. The catalyst is C1COCC1. (4) The reactants are Cl.[NH:2]1[CH:6]=[CH:5][CH:4]=[C:3]1[C:7]1[O:11][N:10]=[C:9]([C@H:12]2[CH2:17][CH2:16][CH2:15][NH:14][CH2:13]2)[N:8]=1.[F:18][C:19]1[CH:27]=[CH:26][C:22]([C:23](Cl)=[O:24])=[CH:21][CH:20]=1. The product is [F:18][C:19]1[CH:27]=[CH:26][C:22]([C:23]([N:14]2[CH2:15][CH2:16][CH2:17][C@H:12]([C:9]3[N:8]=[C:7]([C:3]4[NH:2][CH:6]=[CH:5][CH:4]=4)[O:11][N:10]=3)[CH2:13]2)=[O:24])=[CH:21][CH:20]=1. The yield is 0.540. No catalyst specified. (5) The reactants are [CH2:1]([O:8][C:9]1[CH:14]=[CH:13][CH:12]=[CH:11][C:10]=1[N+:15]([O-])=O)[C:2]1[CH:7]=[CH:6][CH:5]=[CH:4][CH:3]=1.[BH4-].[Na+]. The catalyst is CO.Cl[Ni]Cl. The product is [CH2:1]([O:8][C:9]1[CH:14]=[CH:13][CH:12]=[CH:11][C:10]=1[NH2:15])[C:2]1[CH:3]=[CH:4][CH:5]=[CH:6][CH:7]=1. The yield is 1.00.